This data is from Reaction yield outcomes from USPTO patents with 853,638 reactions. The task is: Predict the reaction yield, written as a fraction of the theoretical maximum amount of product (1.0 means a 100% yield; for example, 0.34 means a 34% yield). The reactants are [CH2:1]([O:5][C:6]1[CH:10]=[C:9]([CH2:11][CH2:12][S:13]([NH2:16])(=[O:15])=[O:14])[N:8]([CH2:17][C:18]2[CH:23]=[CH:22][C:21]([Cl:24])=[CH:20][C:19]=2[Cl:25])[N:7]=1)[CH2:2][CH2:3][CH3:4].C(N(CC)C(C)C)(C)C.Cl[C:36]([O:38][CH2:39][CH:40]([CH3:42])[CH3:41])=[O:37]. The catalyst is CN(C)C1C=CN=CC=1.CN(C)C(=O)C. The product is [CH2:1]([O:5][C:6]1[CH:10]=[C:9]([CH2:11][CH2:12][S:13]([NH:16][C:36](=[O:37])[O:38][CH2:39][CH:40]([CH3:42])[CH3:41])(=[O:14])=[O:15])[N:8]([CH2:17][C:18]2[CH:23]=[CH:22][C:21]([Cl:24])=[CH:20][C:19]=2[Cl:25])[N:7]=1)[CH2:2][CH2:3][CH3:4]. The yield is 0.750.